Dataset: Forward reaction prediction with 1.9M reactions from USPTO patents (1976-2016). Task: Predict the product of the given reaction. (1) Given the reactants C(=O)(O)[O-].[Na+].[Br:6][C:7]1[C:16]([O:17][CH3:18])=[C:15]2[C:10]([C:11](=[O:28])[C:12]([C:23](OCC)=[O:24])=[C:13]([SH:22])[N:14]2[CH:19]2[CH2:21][CH2:20]2)=[CH:9][CH:8]=1.[NH2:29]OS(O)(=O)=O, predict the reaction product. The product is: [Br:6][C:7]1[C:16]([O:17][CH3:18])=[C:15]2[C:10]([C:11](=[O:28])[C:12]3[C:23](=[O:24])[NH:29][S:22][C:13]=3[N:14]2[CH:19]2[CH2:21][CH2:20]2)=[CH:9][CH:8]=1. (2) Given the reactants [Br-].[CH2:2]([O:4][C:5]([C:7]1[C:8]([CH2:13][P+](C)(C)C)=[N:9][CH:10]=[CH:11][CH:12]=1)=[O:6])C.CC(C)([O-])C.[K+].[CH2:24]([N:31]([CH2:43][C:44]1[CH:49]=[CH:48][CH:47]=[CH:46][CH:45]=1)[C@H:32]([CH2:35][C:36]1[CH:41]=[CH:40][CH:39]=[CH:38][C:37]=1[F:42])[CH:33]=O)[C:25]1[CH:30]=[CH:29][CH:28]=[CH:27][CH:26]=1, predict the reaction product. The product is: [CH3:2][O:4][C:5](=[O:6])[C:7]1[CH:12]=[CH:11][CH:10]=[N:9][C:8]=1/[CH:13]=[CH:33]/[C@H:32]([N:31]([CH2:24][C:25]1[CH:30]=[CH:29][CH:28]=[CH:27][CH:26]=1)[CH2:43][C:44]1[CH:45]=[CH:46][CH:47]=[CH:48][CH:49]=1)[CH2:35][C:36]1[CH:41]=[CH:40][CH:39]=[CH:38][C:37]=1[F:42]. (3) Given the reactants [NH2:1][C@H:2]([C:5]1[N:6]([C:17]2[CH:22]=[CH:21][CH:20]=[CH:19][CH:18]=2)[C:7](=[O:16])[C:8]2[C:13]([CH:14]=1)=[CH:12][CH:11]=[CH:10][C:9]=2[F:15])[CH2:3][CH3:4].Cl[C:24]1[N:32]=[CH:31][N:30]=[C:29]2[C:25]=1[N:26]=[CH:27][N:28]2[CH:33]1[CH2:38][CH2:37][CH2:36][CH2:35][O:34]1, predict the reaction product. The product is: [F:15][C:9]1[CH:10]=[CH:11][CH:12]=[C:13]2[C:8]=1[C:7](=[O:16])[N:6]([C:17]1[CH:22]=[CH:21][CH:20]=[CH:19][CH:18]=1)[C:5]([C@@H:2]([NH:1][C:24]1[N:32]=[CH:31][N:30]=[C:29]3[C:25]=1[N:26]=[CH:27][N:28]3[CH:33]1[CH2:38][CH2:37][CH2:36][CH2:35][O:34]1)[CH2:3][CH3:4])=[CH:14]2. (4) Given the reactants [Cl:1][C:2]1[CH:7]=[CH:6][C:5]([N:8]2[C:12]([C:13]3[CH:18]=[CH:17][CH:16]=[C:15]([F:19])[CH:14]=3)=[CH:11][C:10]([C:20]([O:22]CC)=[O:21])=[N:9]2)=[CH:4][CH:3]=1.[OH-].[Li+], predict the reaction product. The product is: [Cl:1][C:2]1[CH:3]=[CH:4][C:5]([N:8]2[C:12]([C:13]3[CH:18]=[CH:17][CH:16]=[C:15]([F:19])[CH:14]=3)=[CH:11][C:10]([C:20]([OH:22])=[O:21])=[N:9]2)=[CH:6][CH:7]=1. (5) Given the reactants C(OC(=O)O[C@H:6]1[CH2:10][C@@H:9]([N:11]2[CH:19]=[N:18][C:17]3[C:12]2=[N:13][C:14]([Cl:21])=[N:15][C:16]=3[Cl:20])[CH:8]=[CH:7]1)C.ClC1N=C2C(N=CN2[C@@H]2C[C@H](O)C=C2)=C(Cl)N=1.[C:40]([O:44][C:45](=[O:51])[NH:46][C:47](=[O:50])[CH2:48][CH3:49])([CH3:43])([CH3:42])[CH3:41].C(N(C(OC(C)(C)C)=O)[C@H]1C[C@@H](N2C=NC3C2=NC(Cl)=NC=3Cl)C=C1)(OC(C)(C)C)=O, predict the reaction product. The product is: [C:40]([O:44][C:45](=[O:51])[N:46]([C@H:6]1[CH2:10][C@@H:9]([N:11]2[CH:19]=[N:18][C:17]3[C:12]2=[N:13][C:14]([Cl:21])=[N:15][C:16]=3[Cl:20])[CH:8]=[CH:7]1)[C:47](=[O:50])[CH2:48][CH3:49])([CH3:42])([CH3:41])[CH3:43]. (6) Given the reactants Br.[NH2:2][CH2:3][CH2:4][CH2:5][CH2:6][Br:7].[C:8](O[C:8]([O:10][C:11]([CH3:14])([CH3:13])[CH3:12])=[O:9])([O:10][C:11]([CH3:14])([CH3:13])[CH3:12])=[O:9].C(N(CC)CC)C, predict the reaction product. The product is: [C:8]([NH:2][CH2:3][CH2:4][CH2:5][CH2:6][Br:7])([O:10][C:11]([CH3:14])([CH3:13])[CH3:12])=[O:9]. (7) Given the reactants [CH2:1]([O:3][C:4]([C:6]1[CH:7]=[N:8][C:9]2[N:10]([N:21]=[CH:22][C:23]=2[S:24](O)(=[O:26])=[O:25])[C:11]=1[NH:12][C:13]1[CH:18]=[CH:17][C:16]([F:19])=[CH:15][C:14]=1[CH3:20])=[O:5])[CH3:2].[F:28][C:29]([F:33])([F:32])[CH2:30][NH2:31], predict the reaction product. The product is: [F:19][C:16]1[CH:17]=[CH:18][C:13]([NH:12][C:11]2[N:10]3[N:21]=[CH:22][C:23]([S:24](=[O:26])(=[O:25])[NH:31][CH2:30][C:29]([F:33])([F:32])[F:28])=[C:9]3[N:8]=[CH:7][C:6]=2[C:4]([O:3][CH2:1][CH3:2])=[O:5])=[C:14]([CH3:20])[CH:15]=1. (8) Given the reactants [Br:1][C:2]1[CH:10]=[CH:9][C:5]([C:6]([OH:8])=O)=[C:4]([S:11]([CH3:14])(=[O:13])=[O:12])[CH:3]=1.Cl.[CH2:16]([C:18]1[CH:23]=[C:22]([CH3:24])[CH:21]=[CH:20][C:19]=1[N:25]1[CH2:30][CH2:29][NH:28][CH2:27][CH2:26]1)[CH3:17].O.[Cl-].COC1N=C(OC)N=C([N+]2(C)CCOCC2)N=1.CN1CCOCC1, predict the reaction product. The product is: [Br:1][C:2]1[CH:10]=[CH:9][C:5]([C:6]([N:28]2[CH2:29][CH2:30][N:25]([C:19]3[CH:20]=[CH:21][C:22]([CH3:24])=[CH:23][C:18]=3[CH2:16][CH3:17])[CH2:26][CH2:27]2)=[O:8])=[C:4]([S:11]([CH3:14])(=[O:13])=[O:12])[CH:3]=1. (9) Given the reactants [CH3:1][O:2][C:3]([C:5]1[S:6][C:7]([C:21]#[C:22][C:23]([CH3:26])([CH3:25])[CH3:24])=[CH:8][C:9]=1[NH:10][C:11](=[O:20])[C:12]1[CH:17]=[CH:16][C:15]([Cl:18])=[CH:14][C:13]=1[Cl:19])=[O:4].[H-].[Na+].Br[CH2:30][CH2:31][O:32][CH3:33], predict the reaction product. The product is: [CH3:1][O:2][C:3]([C:5]1[S:6][C:7]([C:21]#[C:22][C:23]([CH3:26])([CH3:25])[CH3:24])=[CH:8][C:9]=1[N:10]([C:11](=[O:20])[C:12]1[CH:17]=[CH:16][C:15]([Cl:18])=[CH:14][C:13]=1[Cl:19])[CH2:30][CH2:31][O:32][CH3:33])=[O:4]. (10) Given the reactants [N+:1]([CH2:4][CH:5]([C:12]1[S:16][CH:15]=[N:14][CH:13]=1)[CH2:6][C:7](OCC)=[O:8])([O-])=O.[Cl-].[NH4+].O, predict the reaction product. The product is: [S:16]1[C:12]([CH:5]2[CH2:4][NH:1][C:7](=[O:8])[CH2:6]2)=[CH:13][N:14]=[CH:15]1.